From a dataset of Forward reaction prediction with 1.9M reactions from USPTO patents (1976-2016). Predict the product of the given reaction. (1) Given the reactants C(O[K])(C)(C)C.[O:7]1[CH2:10][CH:9]([OH:11])[CH2:8]1.F[C:13]1[CH:18]=[CH:17][C:16]([N+:19]([O-:21])=[O:20])=[CH:15][C:14]=1[N:22]1[C:26](=[O:27])[N:25]([CH3:28])[N:24]=[N:23]1, predict the reaction product. The product is: [CH3:28][N:25]1[C:26](=[O:27])[N:22]([C:14]2[CH:15]=[C:16]([N+:19]([O-:21])=[O:20])[CH:17]=[CH:18][C:13]=2[O:11][CH:9]2[CH2:10][O:7][CH2:8]2)[N:23]=[N:24]1. (2) Given the reactants [N+:1]([C:4]1[CH:9]=[CH:8][CH:7]=[CH:6][C:5]=1[OH:10])([O-:3])=[O:2].Br[CH2:12][CH2:13][O:14][CH3:15].C([O-])([O-])=O.[K+].[K+], predict the reaction product. The product is: [CH3:15][O:14][CH2:13][CH2:12][O:10][C:5]1[CH:6]=[CH:7][CH:8]=[CH:9][C:4]=1[N+:1]([O-:3])=[O:2]. (3) Given the reactants [F:1][C:2]1[CH:3]=[C:4]2[C:9](=[CH:10][CH:11]=1)[N:8]=[C:7]([NH:12][C:13](=[O:17])OCC)[C:6]([O:18][CH3:19])=[N:5]2.[CH3:20][C:21]1[CH:22]=[C:23]([N:28]2[CH2:33][CH2:32][NH:31][CH2:30][CH2:29]2)[CH:24]=[C:25]([CH3:27])[CH:26]=1, predict the reaction product. The product is: [F:1][C:2]1[CH:3]=[C:4]2[C:9](=[CH:10][CH:11]=1)[N:8]=[C:7]([NH:12][C:13]([N:31]1[CH2:32][CH2:33][N:28]([C:23]3[CH:24]=[C:25]([CH3:27])[CH:26]=[C:21]([CH3:20])[CH:22]=3)[CH2:29][CH2:30]1)=[O:17])[C:6]([O:18][CH3:19])=[N:5]2. (4) Given the reactants C(=O)([O-])O.[Na+].Cl.[NH2:7][OH:8].[F:9][C:10]([F:26])([F:25])[C:11]1[CH:16]=[CH:15][CH:14]=[CH:13][C:12]=1[C:17]1[CH:22]=[CH:21][N:20]=[C:19]([C:23]#[N:24])[CH:18]=1, predict the reaction product. The product is: [F:26][C:10]([F:25])([F:9])[C:11]1[CH:16]=[CH:15][CH:14]=[CH:13][C:12]=1[C:17]1[CH:22]=[CH:21][N:20]=[C:19]([C:23](=[N:7][OH:8])[NH2:24])[CH:18]=1. (5) Given the reactants I[CH2:2][CH:3]([CH3:5])[CH3:4].C(=O)([O-])[O-].[K+].[K+].[Cl:12][C:13]1[NH:18][C:17](=[O:19])[N:16]([CH3:20])[C:15](=[O:21])[CH:14]=1, predict the reaction product. The product is: [Cl:12][C:13]1[N:18]([CH2:2][CH:3]([CH3:5])[CH3:4])[C:17](=[O:19])[N:16]([CH3:20])[C:15](=[O:21])[CH:14]=1. (6) Given the reactants [Cl:1][C:2]1[CH:3]=[C:4]([C:9]2([C:26]([F:29])([F:28])[F:27])[O:13][N:12]=[C:11]([C:14]3[C:22]4[N:18]([CH:19]=[CH:20][CH:21]=4)[C:17]([C:23](O)=[O:24])=[CH:16][CH:15]=3)[CH2:10]2)[CH:5]=[C:6]([Cl:8])[CH:7]=1.CN(C(ON1N=NC2C=CC=NC1=2)=[N+](C)C)C.F[P-](F)(F)(F)(F)F.CCN(CC)CC.[ClH:61].[NH2:62][CH2:63][C:64]1[CH:65]=[CH:66][C:67]2[C:71]([CH3:73])([CH3:72])[O:70][B:69]([OH:74])[C:68]=2[CH:75]=1, predict the reaction product. The product is: [OH:74][B:69]1[C:68]2[CH:75]=[C:64]([CH2:63][NH:62][C:23]([C:17]3[N:18]4[C:22]([C:14]([C:11]5[CH2:10][C:9]([C:4]6[CH:3]=[C:2]([Cl:1])[C:7]([Cl:61])=[C:6]([Cl:8])[CH:5]=6)([C:26]([F:28])([F:29])[F:27])[O:13][N:12]=5)=[CH:15][CH:16]=3)=[CH:21][CH:20]=[CH:19]4)=[O:24])[CH:65]=[CH:66][C:67]=2[C:71]([CH3:73])([CH3:72])[O:70]1. (7) Given the reactants [ClH:1].[CH2:2]([O:9][C:10]1[C:11]([NH:17][C:18]2[S:19][CH:20]=[C:21]([CH3:23])[N:22]=2)=[N:12][CH:13]=[C:14](Br)[CH:15]=1)[C:3]1[CH:8]=[CH:7][CH:6]=[CH:5][CH:4]=1.[N:24]1[CH:29]=[CH:28][CH:27]=[C:26](B(O)O)[CH:25]=1.C(=O)([O-])[O-].[Na+].[Na+].O, predict the reaction product. The product is: [ClH:1].[ClH:1].[CH2:2]([O:9][C:10]1[C:11]([NH:17][C:18]2[S:19][CH:20]=[C:21]([CH3:23])[N:22]=2)=[N:12][CH:13]=[C:14]([C:26]2[CH:25]=[N:24][CH:29]=[CH:28][CH:27]=2)[CH:15]=1)[C:3]1[CH:8]=[CH:7][CH:6]=[CH:5][CH:4]=1. (8) Given the reactants Br[C:2]1[CH:11]=[C:10]2[C:5]([CH:6]=[C:7]([NH:12][C:13]([CH:15]3[CH2:17][CH2:16]3)=[O:14])[N:8]=[CH:9]2)=[CH:4][CH:3]=1.[NH2:18][C:19]1[CH:24]=[CH:23][CH:22]=[CH:21][CH:20]=1.CC(C1C=C(C(C)C)C(C2C=CC=CC=2P(C2CCCCC2)C2CCCCC2)=C(C(C)C)C=1)C.C(=O)([O-])[O-].[Cs+].[Cs+], predict the reaction product. The product is: [C:19]1([NH:18][C:2]2[CH:11]=[C:10]3[C:5]([CH:6]=[C:7]([NH:12][C:13]([CH:15]4[CH2:17][CH2:16]4)=[O:14])[N:8]=[CH:9]3)=[CH:4][CH:3]=2)[CH:24]=[CH:23][CH:22]=[CH:21][CH:20]=1. (9) Given the reactants [C:1]([O:8][CH3:9])(=[O:7])[CH2:2][CH2:3][C:4]([NH2:6])=O.P12(SP3(SP(SP(S3)(S1)=S)(=S)S2)=S)=[S:11], predict the reaction product. The product is: [NH2:6][C:4](=[S:11])[CH2:3][CH2:2][C:1]([O:8][CH3:9])=[O:7].